From a dataset of Peptide-MHC class II binding affinity with 134,281 pairs from IEDB. Regression. Given a peptide amino acid sequence and an MHC pseudo amino acid sequence, predict their binding affinity value. This is MHC class II binding data. (1) The binding affinity (normalized) is 0.979. The peptide sequence is EKKYFAATQFEPLAA. The MHC is HLA-DPA10103-DPB10401 with pseudo-sequence HLA-DPA10103-DPB10401. (2) The peptide sequence is SRNSTHEMYWVSRASGNV. The MHC is DRB1_1101 with pseudo-sequence DRB1_1101. The binding affinity (normalized) is 0.392. (3) The peptide sequence is GKLQIVDKIDAAFKI. The MHC is DRB4_0101 with pseudo-sequence DRB4_0103. The binding affinity (normalized) is 0.606. (4) The peptide sequence is KLIGGIGGFIKVRQYDQIPI. The MHC is DRB1_1501 with pseudo-sequence DRB1_1501. The binding affinity (normalized) is 0.667. (5) The peptide sequence is LTEWTSSNVMEERY. The MHC is DRB1_0701 with pseudo-sequence DRB1_0701. The binding affinity (normalized) is 0.562. (6) The binding affinity (normalized) is 0. The MHC is DRB3_0101 with pseudo-sequence DRB3_0101. The peptide sequence is MSSKFPELGMNASHC.